Dataset: Reaction yield outcomes from USPTO patents with 853,638 reactions. Task: Predict the reaction yield, written as a fraction of the theoretical maximum amount of product (1.0 means a 100% yield; for example, 0.34 means a 34% yield). (1) The reactants are [CH3:1][O:2][C:3](=[O:42])[C:4]1[CH:9]=[CH:8][C:7]([N:10]([CH2:12][CH2:13][C:14]2[C:22]3[C:17](=[CH:18][CH:19]=[C:20]([Cl:23])[CH:21]=3)[N:16]([CH:24]([C:31]3[CH:36]=[CH:35][CH:34]=[CH:33][CH:32]=3)[C:25]3[CH:30]=[CH:29][CH:28]=[CH:27][CH:26]=3)[C:15]=2[CH2:37][CH2:38][N:39]=[N+]=[N-])[CH3:11])=[CH:6][CH:5]=1.C(Cl)Cl. The catalyst is CO.[Pd]. The product is [CH3:1][O:2][C:3](=[O:42])[C:4]1[CH:5]=[CH:6][C:7]([N:10]([CH2:12][CH2:13][C:14]2[C:22]3[C:17](=[CH:18][CH:19]=[C:20]([Cl:23])[CH:21]=3)[N:16]([CH:24]([C:31]3[CH:32]=[CH:33][CH:34]=[CH:35][CH:36]=3)[C:25]3[CH:26]=[CH:27][CH:28]=[CH:29][CH:30]=3)[C:15]=2[CH2:37][CH2:38][NH2:39])[CH3:11])=[CH:8][CH:9]=1. The yield is 0.780. (2) The reactants are [O:1]1[CH2:5][CH2:4][CH2:3][CH:2]1[CH2:6][NH2:7].[Cl:8][C:9]1[CH:10]=[C:11]([CH:27]=[CH:28][CH:29]=1)[CH2:12][C:13]1[C:14]([CH3:26])=[N:15][C:16]2[N:17]([N:20]=[CH:21][C:22]=2[C:23](O)=[O:24])[C:18]=1[CH3:19]. No catalyst specified. The product is [Cl:8][C:9]1[CH:10]=[C:11]([CH:27]=[CH:28][CH:29]=1)[CH2:12][C:13]1[C:14]([CH3:26])=[N:15][C:16]2[N:17]([N:20]=[CH:21][C:22]=2[C:23]([NH:7][CH2:6][CH:2]2[CH2:3][CH2:4][CH2:5][O:1]2)=[O:24])[C:18]=1[CH3:19]. The yield is 0.390. (3) The reactants are [O:1]([C:8]1[CH:9]=[N:10][CH:11]=[C:12]([CH:16]=1)[C:13]([OH:15])=O)[C:2]1[CH:7]=[CH:6][CH:5]=[CH:4][CH:3]=1.CN(C(ON1N=NC2C=CC=CC1=2)=[N+](C)C)C.F[P-](F)(F)(F)(F)F.CCN(C(C)C)C(C)C.[NH:50]1[CH:54]=[CH:53][N:52]=[C:51]1[NH:55][C:56]([C:58]1[C:66]2[NH:65][C:64]([NH2:67])=[N:63][C:62]=2[CH:61]=[CH:60][CH:59]=1)=[O:57]. The catalyst is O.CN(C=O)C. The product is [NH:52]1[CH:53]=[CH:54][N:50]=[C:51]1[NH:55][C:56]([C:58]1[C:66]2[N:65]=[C:64]([NH:67][C:13]([C:12]3[CH:11]=[N:10][CH:9]=[C:8]([O:1][C:2]4[CH:3]=[CH:4][CH:5]=[CH:6][CH:7]=4)[CH:16]=3)=[O:15])[NH:63][C:62]=2[CH:61]=[CH:60][CH:59]=1)=[O:57]. The yield is 0.110. (4) The reactants are [O:1]1[C:5]2[CH:6]=[CH:7][CH:8]=[CH:9][C:4]=2[CH:3]=[C:2]1[C:10]1[CH:15]=[CH:14][CH:13]=[CH:12][C:11]=1[C:16]1[CH:17]=[C:18]([C:22](O)=[O:23])[N:19]([CH3:21])[N:20]=1.C1N=CN(C(N2C=NC=C2)=O)C=1.[CH2:37]([N:39]([CH2:45][CH3:46])[CH:40]1[CH2:44][CH2:43][NH:42][CH2:41]1)[CH3:38].CCN(CC)CC. The catalyst is CN(C=O)C. The product is [O:1]1[C:5]2[CH:6]=[CH:7][CH:8]=[CH:9][C:4]=2[CH:3]=[C:2]1[C:10]1[CH:15]=[CH:14][CH:13]=[CH:12][C:11]=1[C:16]1[CH:17]=[C:18]([C:22]([N:42]2[CH2:43][CH2:44][CH:40]([N:39]([CH2:45][CH3:46])[CH2:37][CH3:38])[CH2:41]2)=[O:23])[N:19]([CH3:21])[N:20]=1. The yield is 0.750. (5) The reactants are Br[C:2]1[CH:3]=[C:4]2[C:9](=[CH:10][CH:11]=1)[N:8]=[C:7]([NH:12][C@H:13]1[C:21]3[C:16](=[CH:17][CH:18]=[CH:19][CH:20]=3)[CH2:15][CH2:14]1)[CH:6]=[CH:5]2.[NH:22]1[CH:26]=[CH:25][N:24]=[CH:23]1.C(C1CCCCC1=O)(=O)C.C(=O)([O-])[O-].[K+].[K+]. The catalyst is [Cu]Cl.O.CN1CCCC1=O. The product is [N:22]1([C:2]2[CH:3]=[C:4]3[C:9](=[CH:10][CH:11]=2)[N:8]=[C:7]([NH:12][C@H:13]2[C:21]4[C:16](=[CH:17][CH:18]=[CH:19][CH:20]=4)[CH2:15][CH2:14]2)[CH:6]=[CH:5]3)[CH:26]=[CH:25][N:24]=[CH:23]1. The yield is 0.570.